From a dataset of Reaction yield outcomes from USPTO patents with 853,638 reactions. Predict the reaction yield, written as a fraction of the theoretical maximum amount of product (1.0 means a 100% yield; for example, 0.34 means a 34% yield). (1) The reactants are [CH3:1][C:2]1[N:6]([CH:7]([C:9]2[CH:14]=[CH:13][CH:12]=[CH:11][CH:10]=2)[CH3:8])[N:5]=[CH:4][C:3]=1[C:15]([O:17]C)=[O:16].O.[OH-].[Li+].O1CCCC1.Cl. The catalyst is O.CO. The product is [CH3:1][C:2]1[N:6]([CH:7]([C:9]2[CH:10]=[CH:11][CH:12]=[CH:13][CH:14]=2)[CH3:8])[N:5]=[CH:4][C:3]=1[C:15]([OH:17])=[O:16]. The yield is 0.620. (2) The reactants are [C:1]1([C:7](=O)[CH2:8][C:9]2[CH:14]=[CH:13][CH:12]=[CH:11][CH:10]=2)[CH:6]=[CH:5][CH:4]=[CH:3][CH:2]=1.[NH2:16][C:17]([NH2:19])=[O:18].[CH3:20][O:21][C:22]1[CH:29]=[CH:28][C:25]([CH:26]=O)=[CH:24][CH:23]=1.Cl. The catalyst is CCO. The product is [CH3:20][O:21][C:22]1[CH:29]=[CH:28][C:25]([CH:26]2[C:8]([C:9]3[CH:14]=[CH:13][CH:12]=[CH:11][CH:10]=3)=[C:7]([C:1]3[CH:6]=[CH:5][CH:4]=[CH:3][CH:2]=3)[NH:19][C:17](=[O:18])[NH:16]2)=[CH:24][CH:23]=1. The yield is 0.220. (3) The reactants are [NH2:1][C:2]1[C:7]2[C:8]([C:11]3[CH:16]=[CH:15][C:14]([NH:17][C:18]([C:20]4[N:24]([CH3:25])[C:23]5[CH:26]=[CH:27][CH:28]=[CH:29][C:22]=5[N:21]=4)=[O:19])=[C:13]([O:30][CH3:31])[CH:12]=3)=[CH:9][O:10][C:6]=2[C:5](I)=[CH:4][N:3]=1.C([O:35][CH:36](OCC)/[CH:37]=[CH:38]/B1OC(C)(C)C(C)(C)O1)C.C(=O)([O-])[O-].[Na+].[Na+].O.C1(C)C=CC(S(O)(=O)=O)=CC=1. The catalyst is COCCOC.O. The product is [NH2:1][C:2]1[C:7]2[C:8]([C:11]3[CH:16]=[CH:15][C:14]([NH:17][C:18]([C:20]4[N:24]([CH3:25])[C:23]5[CH:26]=[CH:27][CH:28]=[CH:29][C:22]=5[N:21]=4)=[O:19])=[C:13]([O:30][CH3:31])[CH:12]=3)=[CH:9][O:10][C:6]=2[C:5](/[CH:38]=[CH:37]/[CH:36]=[O:35])=[CH:4][N:3]=1. The yield is 0.310. (4) The reactants are [F:1][C:2]1[C:8]([F:9])=[CH:7][CH:6]=[CH:5][C:3]=1[NH2:4].[OH-].[Na+].[Cl:12][CH2:13][C:14](Cl)=[O:15].C(OCC)(=O)C. The catalyst is C(OCC)C.C1CCCCC1.CCCC(C)C.O1CCCC1. The product is [Cl:12][CH2:13][C:14]([NH:4][C:3]1[CH:5]=[CH:6][CH:7]=[C:8]([F:9])[C:2]=1[F:1])=[O:15]. The yield is 0.900. (5) The reactants are C1(C[NH:8][CH:9]2[CH2:18][CH2:17][C:12]3([O:16][CH2:15][CH2:14][O:13]3)[CH2:11][CH2:10]2)C=CC=CC=1. The catalyst is CO.[OH-].[Pd+2].[OH-]. The product is [O:13]1[C:12]2([CH2:17][CH2:18][CH:9]([NH2:8])[CH2:10][CH2:11]2)[O:16][CH2:15][CH2:14]1. The yield is 1.00. (6) The reactants are [N+]([C:4]1[S:8][C:7]([C:9]#[N:10])=[CH:6][CH:5]=1)([O-])=O.[Br:11][C:12]1[CH:13]=[C:14]([OH:18])[CH:15]=[CH:16][CH:17]=1.C(=O)([O-])[O-].[K+].[K+].C(OCC)(=O)C. The catalyst is CS(C)=O.O. The product is [Br:11][C:12]1[CH:13]=[C:14]([CH:15]=[CH:16][CH:17]=1)[O:18][C:4]1[S:8][C:7]([C:9]#[N:10])=[CH:6][CH:5]=1. The yield is 0.620. (7) The reactants are [Cl:1][C:2]1[CH:14]=[CH:13][C:5]2[S:6][C:7](B(O)O)=[C:8]([CH3:9])[C:4]=2[CH:3]=1.[Cl:15][C:16]1[N:21]=[C:20](Cl)[CH:19]=[CH:18][N:17]=1.C1COCC1.O.C([O-])([O-])=O.[Na+].[Na+]. The catalyst is C(OCC)(=O)C.Cl[Pd](Cl)([P](C1C=CC=CC=1)(C1C=CC=CC=1)C1C=CC=CC=1)[P](C1C=CC=CC=1)(C1C=CC=CC=1)C1C=CC=CC=1. The product is [Cl:15][C:16]1[N:21]=[C:20]([C:7]2[S:6][C:5]3[CH:13]=[CH:14][C:2]([Cl:1])=[CH:3][C:4]=3[C:8]=2[CH3:9])[CH:19]=[CH:18][N:17]=1. The yield is 0.560.